This data is from Reaction yield outcomes from USPTO patents with 853,638 reactions. The task is: Predict the reaction yield, written as a fraction of the theoretical maximum amount of product (1.0 means a 100% yield; for example, 0.34 means a 34% yield). (1) The reactants are [NH2:1][C:2]1[N:3]([CH3:24])[C:4](=[O:23])[C:5]2([C:15]3[C:10](=[CH:11][CH:12]=[C:13](Br)[CH:14]=3)[O:9][CH:8]([C:17]3[CH:22]=[CH:21][CH:20]=[CH:19][CH:18]=3)[CH2:7]2)[N:6]=1.[CH3:25][NH:26][C:27]([C:29]1[CH:30]=[C:31](B(O)O)[CH:32]=[CH:33][CH:34]=1)=[O:28]. The catalyst is O1CCOCC1.C([O-])([O-])=O.[Cs+].[Cs+].Cl[Pd](Cl)([P](C1C=CC=CC=1)(C1C=CC=CC=1)C1C=CC=CC=1)[P](C1C=CC=CC=1)(C1C=CC=CC=1)C1C=CC=CC=1. The product is [NH2:1][C:2]1[N:3]([CH3:24])[C:4](=[O:23])[C:5]2([C:15]3[C:10](=[CH:11][CH:12]=[C:13]([C:33]4[CH:34]=[C:29]([CH:30]=[CH:31][CH:32]=4)[C:27]([NH:26][CH3:25])=[O:28])[CH:14]=3)[O:9][CH:8]([C:17]3[CH:22]=[CH:21][CH:20]=[CH:19][CH:18]=3)[CH2:7]2)[N:6]=1. The yield is 0.0400. (2) The catalyst is O.O.O.S(C1C=CC(C)=CC=1)(O)(=O)=O.N[C@@H](CC1C=CC(C2C=C(O[C@H](C3C=CC(C4C=CC=C(OC)C=4)=CC=3)C(F)(F)F)N=C(N)N=2)=CC=1)C(O)=O. The product is [OH2:4].[OH2:48].[S:47]([C:44]1[CH:45]=[CH:46][C:41]([CH3:40])=[CH:42][CH:43]=1)([OH:50])(=[O:49])=[O:48].[NH2:1][C@@H:2]([CH2:6][C:7]1[CH:12]=[CH:11][C:10]([C:13]2[CH:18]=[C:17]([O:19][C@H:20]([C:25]3[CH:26]=[CH:27][C:28]([C:31]4[CH:32]=[CH:33][CH:34]=[CH:35][CH:36]=4)=[CH:29][C:30]=3[O:59][CH3:58])[C:21]([F:22])([F:23])[F:24])[N:16]=[C:15]([NH2:39])[N:14]=2)=[CH:9][CH:8]=1)[C:3]([OH:5])=[O:4]. The yield is 0.934. The reactants are [NH2:1][C@@H:2]([CH2:6][C:7]1[CH:12]=[CH:11][C:10]([C:13]2[CH:18]=[C:17]([O:19][C@H:20]([C:25]3[CH:30]=[CH:29][C:28]([C:31]4[CH:36]=[CH:35][CH:34]=[C:33](OC)[CH:32]=4)=[CH:27][CH:26]=3)[C:21]([F:24])([F:23])[F:22])[N:16]=[C:15]([NH2:39])[N:14]=2)=[CH:9][CH:8]=1)[C:3]([O-:5])=[O:4].[CH3:40][C:41]1[CH:42]=[CH:43][C:44]([S:47]([OH:50])(=[O:49])=[O:48])=[CH:45][CH:46]=1.O.C(#N)C.O.C1C[O:59][CH2:58]C1.